Dataset: Reaction yield outcomes from USPTO patents with 853,638 reactions. Task: Predict the reaction yield, written as a fraction of the theoretical maximum amount of product (1.0 means a 100% yield; for example, 0.34 means a 34% yield). The reactants are [C:1]([C:4]1[CH:5]=[C:6]2[C:10](=[CH:11][CH:12]=1)[NH:9][C:8](=[O:13])[CH2:7]2)([OH:3])=[O:2].[CH3:14][C:15]1[C:23]2[C:18](=[CH:19][CH:20]=[CH:21][CH:22]=2)[NH:17][C:16]=1[CH:24]=O.N1CCCCC1. The catalyst is C(O)C. The product is [CH3:14][C:15]1[C:23]2[C:18](=[CH:19][CH:20]=[CH:21][CH:22]=2)[NH:17][C:16]=1[CH:24]=[C:7]1[C:6]2[C:10](=[CH:11][CH:12]=[C:4]([C:1]([OH:3])=[O:2])[CH:5]=2)[NH:9][C:8]1=[O:13]. The yield is 0.580.